This data is from NCI-60 drug combinations with 297,098 pairs across 59 cell lines. The task is: Regression. Given two drug SMILES strings and cell line genomic features, predict the synergy score measuring deviation from expected non-interaction effect. (1) Drug 1: CC1=C(C=C(C=C1)NC(=O)C2=CC=C(C=C2)CN3CCN(CC3)C)NC4=NC=CC(=N4)C5=CN=CC=C5. Drug 2: COC1=NC(=NC2=C1N=CN2C3C(C(C(O3)CO)O)O)N. Cell line: SK-MEL-28. Synergy scores: CSS=1.15, Synergy_ZIP=0.701, Synergy_Bliss=1.83, Synergy_Loewe=-2.21, Synergy_HSA=-1.71. (2) Drug 1: C1=CC(=CC=C1C#N)C(C2=CC=C(C=C2)C#N)N3C=NC=N3. Drug 2: CC(C)(C#N)C1=CC(=CC(=C1)CN2C=NC=N2)C(C)(C)C#N. Cell line: U251. Synergy scores: CSS=5.49, Synergy_ZIP=-1.22, Synergy_Bliss=-1.33, Synergy_Loewe=-1.94, Synergy_HSA=-1.98. (3) Drug 1: C1CN1P(=S)(N2CC2)N3CC3. Drug 2: C(=O)(N)NO. Cell line: OVCAR-5. Synergy scores: CSS=13.1, Synergy_ZIP=-1.93, Synergy_Bliss=1.70, Synergy_Loewe=-8.37, Synergy_HSA=0.381. (4) Drug 1: C(=O)(N)NO. Drug 2: C(CN)CNCCSP(=O)(O)O. Cell line: UO-31. Synergy scores: CSS=0.865, Synergy_ZIP=0.0750, Synergy_Bliss=0.376, Synergy_Loewe=0.620, Synergy_HSA=0.417.